This data is from Reaction yield outcomes from USPTO patents with 853,638 reactions. The task is: Predict the reaction yield, written as a fraction of the theoretical maximum amount of product (1.0 means a 100% yield; for example, 0.34 means a 34% yield). The reactants are Br[C:2]1[S:3][C:4]([C:13]([C:15]2[CH:23]=[C:22]3[C:18]([C:19]([F:45])=[C:20]([C:39]4[CH:44]=[CH:43][CH:42]=[CH:41][CH:40]=4)[N:21]3[CH2:24][CH2:25][CH2:26][CH2:27][N:28]3[C:36](=[O:37])[C:35]4[C:30](=[CH:31][CH:32]=[CH:33][CH:34]=4)[C:29]3=[O:38])=[CH:17][CH:16]=2)=[O:14])=[CH:5][C:6]=1[CH2:7][C:8]([O:10][CH2:11][CH3:12])=[O:9].[F-].[Cs+].[NH2:48][C:49]1[CH:50]=[C:51](B(O)O)[CH:52]=[CH:53][CH:54]=1.O. The catalyst is COCCOC.C1C=CC([P]([Pd]([P](C2C=CC=CC=2)(C2C=CC=CC=2)C2C=CC=CC=2)([P](C2C=CC=CC=2)(C2C=CC=CC=2)C2C=CC=CC=2)[P](C2C=CC=CC=2)(C2C=CC=CC=2)C2C=CC=CC=2)(C2C=CC=CC=2)C2C=CC=CC=2)=CC=1. The product is [NH2:48][C:49]1[CH:54]=[C:53]([C:2]2[S:3][C:4]([C:13]([C:15]3[CH:23]=[C:22]4[C:18]([C:19]([F:45])=[C:20]([C:39]5[CH:44]=[CH:43][CH:42]=[CH:41][CH:40]=5)[N:21]4[CH2:24][CH2:25][CH2:26][CH2:27][N:28]4[C:36](=[O:37])[C:35]5[C:30](=[CH:31][CH:32]=[CH:33][CH:34]=5)[C:29]4=[O:38])=[CH:17][CH:16]=3)=[O:14])=[CH:5][C:6]=2[CH2:7][C:8]([O:10][CH2:11][CH3:12])=[O:9])[CH:52]=[CH:51][CH:50]=1. The yield is 0.760.